From a dataset of Reaction yield outcomes from USPTO patents with 853,638 reactions. Predict the reaction yield, written as a fraction of the theoretical maximum amount of product (1.0 means a 100% yield; for example, 0.34 means a 34% yield). (1) The reactants are [C:1](Cl)(Cl)=[S:2].[NH2:5][C:6]1[C:15]2[C:10](=[CH:11][CH:12]=[CH:13][CH:14]=2)[C:9]([CH:16]2[CH2:18][CH2:17]2)=[CH:8][CH:7]=1.C(N(C(C)C)CC)(C)C.Cl. The catalyst is ClCCl. The product is [CH:16]1([C:9]2[C:10]3[C:15](=[CH:14][CH:13]=[CH:12][CH:11]=3)[C:6]([N:5]=[C:1]=[S:2])=[CH:7][CH:8]=2)[CH2:18][CH2:17]1. The yield is 0.860. (2) The reactants are [CH3:1][NH2:2].[CH:3]1[C:11]2[C:10]3[CH:12]=[CH:13][CH:14]=[CH:15][C:9]=3[S:8][C:7]=2[CH:6]=[CH:5][C:4]=1[S:16](Cl)(=[O:18])=[O:17]. The catalyst is S1(CCCC1)(=O)=O.O. The product is [CH3:1][NH:2][S:16]([C:4]1[CH:5]=[CH:6][C:7]2[S:8][C:9]3[CH:15]=[CH:14][CH:13]=[CH:12][C:10]=3[C:11]=2[CH:3]=1)(=[O:18])=[O:17]. The yield is 0.640. (3) The reactants are [C:1]([O:5][C:6](=[O:26])[NH:7][CH:8]1[CH2:17][C:16]2[C:11](=[CH:12][CH:13]=[C:14](Br)[CH:15]=2)[N:10]([CH2:19][C:20]2[CH:25]=[CH:24][CH:23]=[CH:22][CH:21]=2)[CH2:9]1)([CH3:4])([CH3:3])[CH3:2].[C:27]1(B(O)O)[CH:32]=[CH:31][CH:30]=[CH:29][CH:28]=1.C([O-])([O-])=O.[Na+].[Na+].N#N. The catalyst is CCO.C1(C)C=CC=CC=1. The yield is 0.670. The product is [C:1]([O:5][C:6](=[O:26])[NH:7][CH:8]1[CH2:17][C:16]2[C:11](=[CH:12][CH:13]=[C:14]([C:27]3[CH:32]=[CH:31][CH:30]=[CH:29][CH:28]=3)[CH:15]=2)[N:10]([CH2:19][C:20]2[CH:25]=[CH:24][CH:23]=[CH:22][CH:21]=2)[CH2:9]1)([CH3:4])([CH3:3])[CH3:2]. (4) The reactants are [Cl:1][C:2]1[CH:7]=[CH:6][C:5]([NH:8][C:9](=[O:20])[C:10]2[CH:15]=[CH:14][CH:13]=[C:12]([C:16]([F:19])([F:18])[F:17])[CH:11]=2)=[CH:4][C:3]=1[C:21]1[N:26]2[N:27]=[CH:28][CH:29]=[C:25]2[N:24]=[CH:23][CH:22]=1.C([BH3-])#N.[Na+]. The catalyst is C(O)(=O)C. The product is [Cl:1][C:2]1[CH:7]=[CH:6][C:5]([NH:8][C:9](=[O:20])[C:10]2[CH:15]=[CH:14][CH:13]=[C:12]([C:16]([F:19])([F:18])[F:17])[CH:11]=2)=[CH:4][C:3]=1[C:21]1[N:26]2[N:27]=[CH:28][CH:29]=[C:25]2[NH:24][CH2:23][CH:22]=1. The yield is 0.990. (5) The catalyst is CC#N.O.C1C=CC(P(C2C=CC=CC=2)[C-]2C=CC=C2)=CC=1.C1C=CC(P(C2C=CC=CC=2)[C-]2C=CC=C2)=CC=1.Cl[Pd]Cl.[Fe+2]. The product is [C:21]([O:24][CH2:25][C:26]1[C:27]([N:41]2[CH2:53][CH2:52][N:44]3[C:45]4[CH2:46][CH2:47][CH2:48][CH2:49][C:50]=4[CH:51]=[C:43]3[C:42]2=[O:54])=[N:28][CH:29]=[CH:30][C:31]=1[C:2]1[CH:3]=[C:4]([NH:10][C:11]2[CH:16]=[CH:15][C:14]([S:17]([CH3:20])(=[O:19])=[O:18])=[CH:13][N:12]=2)[C:5](=[O:9])[N:6]([CH3:8])[CH:7]=1)(=[O:23])[CH3:22]. The reactants are Br[C:2]1[CH:3]=[C:4]([NH:10][C:11]2[CH:16]=[CH:15][C:14]([S:17]([CH3:20])(=[O:19])=[O:18])=[CH:13][N:12]=2)[C:5](=[O:9])[N:6]([CH3:8])[CH:7]=1.[C:21]([O:24][CH2:25][C:26]1[C:27]([N:41]2[CH2:53][CH2:52][N:44]3[C:45]4[CH2:46][CH2:47][CH2:48][CH2:49][C:50]=4[CH:51]=[C:43]3[C:42]2=[O:54])=[N:28][CH:29]=[CH:30][C:31]=1B1OC(C)(C)C(C)(C)O1)(=[O:23])[CH3:22].[O-]P([O-])([O-])=O.[K+].[K+].[K+].CC([O-])=O.[Na+]. The yield is 0.400. (6) The reactants are Br[C:2]1[CH:11]=[C:10]2[C:5]([CH:6]=[CH:7][C:8]([C:12]([O:14]C)=[O:13])=[N:9]2)=[CH:4][CH:3]=1.C([O-])([O-])=O.[Cs+].[Cs+].Cl.[F:23][C:24]([F:31])([F:30])[CH:25]1[CH2:29][CH2:28][NH:27][CH2:26]1.Cl. The product is [F:23][C:24]([F:31])([F:30])[CH:25]1[CH2:29][CH2:28][N:27]([C:2]2[CH:11]=[C:10]3[C:5]([CH:6]=[CH:7][C:8]([C:12]([OH:14])=[O:13])=[N:9]3)=[CH:4][CH:3]=2)[CH2:26]1. The catalyst is CC(O)(C)C.CCOC(C)=O.C1(P(C2CCCCC2)C2C=CC=CC=2C2C(OC(C)C)=CC=CC=2OC(C)C)CCCCC1.NC1C=CC=CC=1C1C=CC=CC=1[Pd]Cl. The yield is 0.950.